From a dataset of Reaction yield outcomes from USPTO patents with 853,638 reactions. Predict the reaction yield, written as a fraction of the theoretical maximum amount of product (1.0 means a 100% yield; for example, 0.34 means a 34% yield). (1) The reactants are [C:1](Cl)(=[O:3])[CH3:2].[NH2:5][C:6]1[S:7][C:8]([C:19]2[CH:24]=[CH:23][N:22]=[C:21]([NH:25][C:26](=[O:33])[C:27]3[CH:32]=[CH:31][CH:30]=[CH:29][CH:28]=3)[CH:20]=2)=[C:9]([C:11]2[CH:16]=[C:15]([CH3:17])[CH:14]=[C:13]([CH3:18])[CH:12]=2)[N:10]=1.C(=O)([O-])O.[Na+]. The catalyst is CN(C)C1C=CN=CC=1.CN(C)C(=O)C. The product is [C:26]([NH:25][C:21]1[CH:20]=[C:19]([C:8]2[S:7][C:6]([NH:5][C:1](=[O:3])[CH3:2])=[N:10][C:9]=2[C:11]2[CH:16]=[C:15]([CH3:17])[CH:14]=[C:13]([CH3:18])[CH:12]=2)[CH:24]=[CH:23][N:22]=1)(=[O:33])[C:27]1[CH:32]=[CH:31][CH:30]=[CH:29][CH:28]=1. The yield is 0.300. (2) The yield is 0.870. The reactants are Br[C:2]1[CH:9]=[C:8]([F:10])[CH:7]=[CH:6][C:3]=1[C:4]#[N:5].[NH:11]1[CH2:15][CH2:14][CH2:13][C:12]1=[O:16].C([O-])([O-])=O.[Cs+].[Cs+]. The product is [F:10][C:8]1[CH:7]=[CH:6][C:3]([C:4]#[N:5])=[C:2]([N:11]2[CH2:15][CH2:14][CH2:13][C:12]2=[O:16])[CH:9]=1. The catalyst is O1CCOCC1.CC1(C)C2C=CC=C(P(C3C=CC=CC=3)C3C=CC=CC=3)C=2OC2C1=CC=CC=2P(C1C=CC=CC=1)C1C=CC=CC=1.